Dataset: Catalyst prediction with 721,799 reactions and 888 catalyst types from USPTO. Task: Predict which catalyst facilitates the given reaction. (1) Reactant: [C:1]([O:5][C:6]([N:8]1[CH2:13][CH2:12][CH2:11][CH:10]([NH:14][CH2:15][C:16]2[C:24]3[C:23]([C:25]([O:27]C)=[O:26])=[CH:22][CH:21]=[N:20][C:19]=3[NH:18][CH:17]=2)[CH2:9]1)=[O:7])([CH3:4])([CH3:3])[CH3:2].[Li+].[OH-]. Product: [C:1]([O:5][C:6]([N:8]1[CH2:13][CH2:12][CH2:11][CH:10]([NH:14][CH2:15][C:16]2[C:24]3[C:23]([C:25]([OH:27])=[O:26])=[CH:22][CH:21]=[N:20][C:19]=3[NH:18][CH:17]=2)[CH2:9]1)=[O:7])([CH3:4])([CH3:2])[CH3:3]. The catalyst class is: 12. (2) Reactant: Br[CH2:2][C:3]1[CH:8]=[CH:7][N:6]=[C:5]([C:9]2[CH:14]=[CH:13][CH:12]=[CH:11][C:10]=2[C:15]([F:18])([F:17])[F:16])[N:4]=1.[Cl:19][C:20]1[CH:25]=[CH:24][C:23]([C:26]2[N:27]([CH2:32][C@H:33]([OH:38])[C:34]([F:37])([F:36])[F:35])[C:28](=[O:31])[NH:29][N:30]=2)=[CH:22][CH:21]=1.C(=O)([O-])[O-].[Cs+].[Cs+]. Product: [Cl:19][C:20]1[CH:25]=[CH:24][C:23]([C:26]2[N:27]([CH2:32][C@H:33]([OH:38])[C:34]([F:36])([F:37])[F:35])[C:28](=[O:31])[N:29]([CH2:2][C:3]3[CH:8]=[CH:7][N:6]=[C:5]([C:9]4[CH:14]=[CH:13][CH:12]=[CH:11][C:10]=4[C:15]([F:18])([F:17])[F:16])[N:4]=3)[N:30]=2)=[CH:22][CH:21]=1. The catalyst class is: 10. (3) Reactant: [N:1]1[CH:6]=[CH:5][C:4]([C:7]2[CH:8]=[C:9]([CH:12]=[CH:13][CH:14]=2)[CH:10]=O)=[CH:3][CH:2]=1.[BH3-][C:16]#[N:17].[Na+].CN.Cl. Product: [CH3:16][NH:17][CH2:10][C:9]1[CH:12]=[CH:13][CH:14]=[C:7]([C:4]2[CH:5]=[CH:6][N:1]=[CH:2][CH:3]=2)[CH:8]=1. The catalyst class is: 5. (4) Reactant: [N:1]1([C:7](=O)[CH2:8][C@@H:9]([NH2:18])[CH2:10][S:11][C:12]2[CH:17]=[CH:16][CH:15]=[CH:14][CH:13]=2)[CH2:6][CH2:5][O:4][CH2:3][CH2:2]1.B.CO. Product: [N:1]1([CH2:7][CH2:8][C@@H:9]([NH2:18])[CH2:10][S:11][C:12]2[CH:17]=[CH:16][CH:15]=[CH:14][CH:13]=2)[CH2:2][CH2:3][O:4][CH2:5][CH2:6]1. The catalyst class is: 1. (5) Reactant: [Cl:1][C:2]1[CH:3]=[C:4]2[C:9](=[CH:10][C:11]=1[C:12]([OH:14])=O)[N:8]=[CH:7][N:6]=[C:5]2[NH:15][CH:16]([C:18]1[NH:22][C:21]2[CH:23]=[CH:24][C:25]([Cl:27])=[CH:26][C:20]=2[N:19]=1)[CH3:17].FC1C(OC(N(C)C)=[N+](C)C)=C(F)C(F)=C(F)C=1F.F[P-](F)(F)(F)(F)F.C(N(C(C)C)CC)(C)C.[CH2:63]([N:67]([CH2:69][CH:70]1[CH2:75][CH2:74][CH2:73][CH2:72][NH:71]1)[CH3:68])[CH2:64][CH2:65][CH3:66]. Product: [Cl:1][C:2]1[CH:3]=[C:4]2[C:9](=[CH:10][C:11]=1[C:12]([N:71]1[CH2:72][CH2:73][CH2:74][CH2:75][CH:70]1[CH2:69][N:67]([CH2:63][CH2:64][CH2:65][CH3:66])[CH3:68])=[O:14])[N:8]=[CH:7][N:6]=[C:5]2[NH:15][CH:16]([C:18]1[NH:22][C:21]2[CH:23]=[CH:24][C:25]([Cl:27])=[CH:26][C:20]=2[N:19]=1)[CH3:17]. The catalyst class is: 16. (6) Reactant: [C:1]12([CH2:11][OH:12])[CH2:10][CH:5]3[CH2:6][CH:7]([CH2:9][CH:3]([CH2:4]3)[CH2:2]1)[CH2:8]2.C(N(CC)CC)C.[CH3:20][S:21](Cl)(=[O:23])=[O:22]. Product: [CH3:20][S:21]([O:12][CH2:11][C:1]12[CH2:8][CH:7]3[CH2:6][CH:5]([CH2:4][CH:3]([CH2:9]3)[CH2:2]1)[CH2:10]2)(=[O:23])=[O:22]. The catalyst class is: 2.